From a dataset of Reaction yield outcomes from USPTO patents with 853,638 reactions. Predict the reaction yield, written as a fraction of the theoretical maximum amount of product (1.0 means a 100% yield; for example, 0.34 means a 34% yield). (1) The reactants are [CH3:1][C:2]1[N:6](CC2C=CC=CC=2)[C:5]2[CH:14]=[C:15]([N:19]3[CH2:24][CH2:23][O:22][CH2:21][CH2:20]3)[CH:16]=[C:17](N)[C:4]=2[N:3]=1.N([O-])=O.[Na+].[Na+].[Br-:30].[OH-].[Na+]. The catalyst is Br.O. The product is [Br:30][C:17]1[C:4]2[N:3]=[C:2]([CH3:1])[NH:6][C:5]=2[CH:14]=[C:15]([N:19]2[CH2:24][CH2:23][O:22][CH2:21][CH2:20]2)[CH:16]=1. The yield is 0.580. (2) The reactants are [H-].[H-].[H-].[H-].[Li+].[Al+3].[CH2:7]([O:13][C:14]([O:25][CH2:26][CH2:27][CH2:28][CH2:29][CH2:30][CH3:31])([CH3:24])[C:15](OCCCCCC)=[O:16])[CH2:8][CH2:9][CH2:10][CH2:11][CH3:12]. The catalyst is CCOCC. The product is [CH2:26]([O:25][C:14]([O:13][CH2:7][CH2:8][CH2:9][CH2:10][CH2:11][CH3:12])([CH3:24])[CH2:15][OH:16])[CH2:27][CH2:28][CH2:29][CH2:30][CH3:31]. The yield is 0.940. (3) The reactants are CC(OC(=O)[N:7]([CH2:25][CH3:26])[CH2:8][CH2:9][NH:10][C:11]([C:13]1[NH:14]C2C([CH:21]=1)=CC([N+]([O-])=O)=CC=2)=[O:12])(C)C.F[C:29]1[C:34]([NH:35][C:36]([C:38]2[NH:39][C:40]3[C:45]([CH:46]=2)=[CH:44][C:43]([C:47]([NH:49][C:50]2[C:55](F)=[C:54](F)[C:53](F)=[C:52](F)[C:51]=2F)=[O:48])=[CH:42][CH:41]=3)=[O:37])=[C:33](F)[C:32](F)=[C:31](F)[C:30]=1F. The catalyst is CN(C=O)C. The product is [CH2:25]([NH:7][CH2:8][CH2:9][NH:10][C:11]([C:13]1[NH:14][C:31]2[C:32]([CH:21]=1)=[CH:33][C:34]([NH:35][C:36]([C:38]1[NH:39][C:40]3[C:45]([CH:46]=1)=[CH:44][C:43]([C:47]([NH:49][C:50]1[CH:55]=[C:54]4[C:53](=[CH:52][CH:51]=1)[NH:14][C:13]([C:11](=[O:12])[NH:10][CH2:9][CH2:8][NH:7][CH2:25][CH3:26])=[CH:21]4)=[O:48])=[CH:42][CH:41]=3)=[O:37])=[CH:29][CH:30]=2)=[O:12])[CH3:26]. The yield is 0.400. (4) The reactants are [S:1]([C:5]1[S:9][C:8]([C:10]2[CH:18]=[CH:17][C:13]([C:14]([OH:16])=O)=[CH:12][CH:11]=2)=[CH:7][CH:6]=1)(=[O:4])(=[O:3])[NH2:2].[Li].CCN=C=NCCCN(C)C.Cl.C1C=CC2N(O)N=NC=2C=1.CCN(C(C)C)C(C)C.[NH:51]1[CH2:55][CH2:54][CH2:53][C@H:52]1[CH2:56][N:57]1[CH2:61][CH2:60][CH2:59][CH2:58]1. The catalyst is CN(C=O)C.ClCCl. The product is [N:57]1([CH2:56][C@@H:52]2[CH2:53][CH2:54][CH2:55][N:51]2[C:14]([C:13]2[CH:12]=[CH:11][C:10]([C:8]3[S:9][C:5]([S:1]([NH2:2])(=[O:3])=[O:4])=[CH:6][CH:7]=3)=[CH:18][CH:17]=2)=[O:16])[CH2:61][CH2:60][CH2:59][CH2:58]1. The yield is 0.340. (5) The reactants are C[Si](C)(C)[N-][Si](C)(C)C.[Li+].[C:11](Cl)(=[O:16])[C:12]([CH3:15])([CH3:14])[CH3:13].[F:18][CH2:19][C:20]#[N:21].Cl. The catalyst is O1CCCC1. The product is [F:18][CH:19]([C:11](=[O:16])[C:12]([CH3:15])([CH3:14])[CH3:13])[C:20]#[N:21]. The yield is 0.990. (6) The reactants are C(O[CH:5]([C:14]1[CH:19]=[CH:18][C:17]([C:20]2[O:21][CH2:22][C:23]([CH3:26])([CH3:25])[N:24]=2)=[CH:16][CH:15]=1)[C:6]1[CH:11]=[CH:10][CH:9]=[CH:8][C:7]=1[O:12][CH3:13])(=O)C.C([O-])=O.[NH4+]. The catalyst is CO.[Pd]. The product is [CH3:25][C:23]1([CH3:26])[CH2:22][O:21][C:20]([C:17]2[CH:18]=[CH:19][C:14]([CH2:5][C:6]3[CH:11]=[CH:10][CH:9]=[CH:8][C:7]=3[O:12][CH3:13])=[CH:15][CH:16]=2)=[N:24]1. The yield is 0.730. (7) The reactants are [F:1][C:2]1[CH:29]=[CH:28][C:5]([CH2:6][N:7]2[C:11]3=[CH:12][N:13]=[C:14]([C:16]([O:18]C)=[O:17])[CH:15]=[C:10]3[C:9]([CH2:20][N:21]3[CH2:26][CH2:25][NH:24][C:23](=[O:27])[CH2:22]3)=[CH:8]2)=[CH:4][CH:3]=1.[OH-].[Li+]. The catalyst is CO.O. The product is [F:1][C:2]1[CH:3]=[CH:4][C:5]([CH2:6][N:7]2[C:11]3=[CH:12][N:13]=[C:14]([C:16]([OH:18])=[O:17])[CH:15]=[C:10]3[C:9]([CH2:20][N:21]3[CH2:26][CH2:25][NH:24][C:23](=[O:27])[CH2:22]3)=[CH:8]2)=[CH:28][CH:29]=1. The yield is 0.520. (8) The reactants are C([O:3][C:4](=O)[C:5]1[CH:10]=[CH:9][CH:8]=[C:7]([Br:11])[CH:6]=1)C.O.[NH2:14][NH2:15]. The catalyst is C(O)C. The product is [Br:11][C:7]1[CH:6]=[C:5]([CH:10]=[CH:9][CH:8]=1)[C:4]([NH:14][NH2:15])=[O:3]. The yield is 0.860. (9) The yield is 0.620. The reactants are [OH:1][C:2]1[CH:7]=[CH:6][C:5]([S:8][CH2:9][CH2:10][CH2:11][C:12]([OH:14])=O)=[CH:4][CH:3]=1.[CH3:15][NH:16][CH2:17][C:18]1[CH:23]=[CH:22][CH:21]=[CH:20][C:19]=1[N+:24]([O-:26])=[O:25]. No catalyst specified. The product is [OH:1][C:2]1[CH:3]=[CH:4][C:5]([S:8][CH2:9][CH2:10][CH2:11][C:12]([N:16]([CH3:15])[CH2:17][C:18]2[CH:23]=[CH:22][CH:21]=[CH:20][C:19]=2[N+:24]([O-:26])=[O:25])=[O:14])=[CH:6][CH:7]=1.